This data is from Catalyst prediction with 721,799 reactions and 888 catalyst types from USPTO. The task is: Predict which catalyst facilitates the given reaction. (1) Reactant: I[CH2:2][I:3].[CH2:4]([O:6][C:7]([C:9]1[N:10]([CH3:17])[CH:11]=[C:12](C#N)[C:13]=1[NH2:14])=[O:8])[CH3:5].C(ON=O)CC(C)C. Product: [CH2:4]([O:6][C:7]([C:9]1[N:10]([CH3:17])[CH:11]=[C:12]([C:13]#[N:14])[C:2]=1[I:3])=[O:8])[CH3:5]. The catalyst class is: 10. (2) Reactant: [Cl:1][C:2]1[CH:7]=[CH:6][C:5]([CH2:8][C:9]2[C:18]3[C:13](=[CH:14][CH:15]=[CH:16][CH:17]=3)[C:12](=[O:19])[N:11]([CH:20]3[CH2:26][CH2:25][CH2:24][NH:23][CH2:22][CH2:21]3)[N:10]=2)=[CH:4][CH:3]=1.CCN(C(C)C)C(C)C.CS(O[CH2:41][CH2:42][C:43]1[CH:48]=[CH:47][C:46]([O:49][CH:50]2[CH2:55][CH2:54][N:53]([CH:56]3[CH2:59][CH2:58][CH2:57]3)[CH2:52][CH2:51]2)=[CH:45][CH:44]=1)(=O)=O.C(Cl)(=O)C. Product: [Cl:1][C:2]1[CH:7]=[CH:6][C:5]([CH2:8][C:9]2[C:18]3[C:13](=[CH:14][CH:15]=[CH:16][CH:17]=3)[C:12](=[O:19])[N:11]([CH:20]3[CH2:26][CH2:25][CH2:24][N:23]([CH2:41][CH2:42][C:43]4[CH:44]=[CH:45][C:46]([O:49][CH:50]5[CH2:51][CH2:52][N:53]([CH:56]6[CH2:59][CH2:58][CH2:57]6)[CH2:54][CH2:55]5)=[CH:47][CH:48]=4)[CH2:22][CH2:21]3)[N:10]=2)=[CH:4][CH:3]=1. The catalyst class is: 2. (3) Reactant: B(Br)(Br)Br.[F:5][C:6]([F:32])([F:31])[S:7]([C:10]1[CH:11]=[C:12]([NH:16][C:17]([C:19]2[C:28]([O:29]C)=[CH:27][C:26]3[C:21](=[CH:22][CH:23]=[CH:24][CH:25]=3)[CH:20]=2)=[O:18])[CH:13]=[CH:14][CH:15]=1)(=[O:9])=[O:8]. Product: [F:31][C:6]([F:5])([F:32])[S:7]([C:10]1[CH:11]=[C:12]([NH:16][C:17]([C:19]2[C:28]([OH:29])=[CH:27][C:26]3[C:21](=[CH:22][CH:23]=[CH:24][CH:25]=3)[CH:20]=2)=[O:18])[CH:13]=[CH:14][CH:15]=1)(=[O:8])=[O:9]. The catalyst class is: 4. (4) Reactant: [C:1]([C:3]1[CH:4]=[C:5]([CH2:9][CH:10]=[CH:11][C:12]([O:14][CH2:15][CH3:16])=[O:13])[CH:6]=[CH:7][CH:8]=1)#[N:2].C(C1C=C(C=CCC(OCC)=O)C=CC=1)#N.CC1C=CC(S([CH2:43][N+:44]#[C-:45])(=O)=O)=CC=1.[H-].[Na+]. Product: [C:1]([C:3]1[CH:4]=[C:5]([CH:6]=[CH:7][CH:8]=1)[CH2:9][C:10]1[C:11]([C:12]([O:14][CH2:15][CH3:16])=[O:13])=[CH:43][NH:44][CH:45]=1)#[N:2]. The catalyst class is: 1. (5) Reactant: [F:1][C:2]1[CH:10]=[C:9]2[C:5]([CH:6]=[CH:7][N:8]2[S:11]([C:14]2[CH:19]=[CH:18][CH:17]=[CH:16][CH:15]=2)(=[O:13])=[O:12])=[C:4]([CH:20](I)[CH3:21])[C:3]=1[OH:23].[NH:24]([CH3:26])[CH3:25]. Product: [CH3:25][N:24]([CH3:26])[CH:20]([C:4]1[C:3]([OH:23])=[C:2]([F:1])[CH:10]=[C:9]2[C:5]=1[CH:6]=[CH:7][N:8]2[S:11]([C:14]1[CH:19]=[CH:18][CH:17]=[CH:16][CH:15]=1)(=[O:13])=[O:12])[CH3:21]. The catalyst class is: 497. (6) Reactant: [Si]([O:8][CH:9]1[CH2:14][CH2:13][CH:12]([CH2:15][C@H:16]([NH:30]C(=O)OC(C)(C)C)[CH2:17][N:18]([CH3:29])[C:19]([O:21][CH2:22][C:23]2[CH:28]=[CH:27][CH:26]=[CH:25][CH:24]=2)=[O:20])[CH2:11][CH2:10]1)(C(C)(C)C)(C)C. Product: [NH2:30][C@@H:16]([CH2:15][CH:12]1[CH2:13][CH2:14][CH:9]([OH:8])[CH2:10][CH2:11]1)[CH2:17][N:18]([CH3:29])[C:19](=[O:20])[O:21][CH2:22][C:23]1[CH:24]=[CH:25][CH:26]=[CH:27][CH:28]=1. The catalyst class is: 209.